This data is from NCI-60 drug combinations with 297,098 pairs across 59 cell lines. The task is: Regression. Given two drug SMILES strings and cell line genomic features, predict the synergy score measuring deviation from expected non-interaction effect. (1) Drug 1: C1CCC(CC1)NC(=O)N(CCCl)N=O. Drug 2: CN1C(=O)N2C=NC(=C2N=N1)C(=O)N. Cell line: NCI-H322M. Synergy scores: CSS=3.51, Synergy_ZIP=1.90, Synergy_Bliss=7.25, Synergy_Loewe=-0.00898, Synergy_HSA=1.20. (2) Drug 1: CN1C(=O)N2C=NC(=C2N=N1)C(=O)N. Drug 2: CC12CCC3C(C1CCC2OP(=O)(O)O)CCC4=C3C=CC(=C4)OC(=O)N(CCCl)CCCl.[Na+]. Cell line: RPMI-8226. Synergy scores: CSS=12.4, Synergy_ZIP=-4.66, Synergy_Bliss=-6.14, Synergy_Loewe=0.390, Synergy_HSA=-3.53. (3) Drug 1: CC(C1=C(C=CC(=C1Cl)F)Cl)OC2=C(N=CC(=C2)C3=CN(N=C3)C4CCNCC4)N. Drug 2: COC1=C(C=C2C(=C1)N=CN=C2NC3=CC(=C(C=C3)F)Cl)OCCCN4CCOCC4. Cell line: TK-10. Synergy scores: CSS=40.4, Synergy_ZIP=8.51, Synergy_Bliss=9.55, Synergy_Loewe=3.89, Synergy_HSA=9.87. (4) Drug 1: C1=C(C(=O)NC(=O)N1)N(CCCl)CCCl. Drug 2: CN(CC1=CN=C2C(=N1)C(=NC(=N2)N)N)C3=CC=C(C=C3)C(=O)NC(CCC(=O)O)C(=O)O. Cell line: OVCAR-8. Synergy scores: CSS=39.2, Synergy_ZIP=-7.14, Synergy_Bliss=-3.83, Synergy_Loewe=-2.20, Synergy_HSA=-0.113.